From a dataset of Full USPTO retrosynthesis dataset with 1.9M reactions from patents (1976-2016). Predict the reactants needed to synthesize the given product. Given the product [Cl:18][S:19]([C:7]1[C:6]([CH3:24])=[CH:5][C:4]([O:9][CH2:10][C:11]([CH3:16])([CH3:17])[C:12]([O:14][CH3:15])=[O:13])=[CH:3][C:2]=1[CH3:1])(=[O:22])=[O:20], predict the reactants needed to synthesize it. The reactants are: [CH3:1][C:2]1[CH:3]=[C:4]([O:9][CH2:10][C:11]([CH3:17])([CH3:16])[C:12]([O:14][CH3:15])=[O:13])[CH:5]=[CH:6][C:7]=1C.[Cl:18][S:19]([OH:22])(=O)=[O:20].Cl[CH2:24]Cl.